This data is from Full USPTO retrosynthesis dataset with 1.9M reactions from patents (1976-2016). The task is: Predict the reactants needed to synthesize the given product. (1) Given the product [CH:9]1([C:12]2[S:49][C:15]3[N:16]([CH2:34][C:35]4[CH:40]=[CH:39][C:38]([C:41]5[CH:46]=[CH:45][CH:44]=[CH:43][C:42]=5[C:47]5[NH:50][C:4](=[O:7])[O:5][N:48]=5)=[CH:37][CH:36]=4)[C:17](=[O:33])[N:18]([CH2:21][C:22]([C:24]4[CH:29]=[CH:28][C:27]([F:30])=[CH:26][C:25]=4[O:31][CH3:32])=[O:23])[C:19](=[O:20])[C:14]=3[CH:13]=2)[CH2:11][CH2:10]1, predict the reactants needed to synthesize it. The reactants are: [Cl-].O[NH3+].[C:4](=[O:7])([O-])[OH:5].[Na+].[CH:9]1([C:12]2[S:49][C:15]3[N:16]([CH2:34][C:35]4[CH:40]=[CH:39][C:38]([C:41]5[C:42]([C:47]#[N:48])=[CH:43][CH:44]=[CH:45][CH:46]=5)=[CH:37][CH:36]=4)[C:17](=[O:33])[N:18]([CH2:21][C:22]([C:24]4[CH:29]=[CH:28][C:27]([F:30])=[CH:26][C:25]=4[O:31][CH3:32])=[O:23])[C:19](=[O:20])[C:14]=3[CH:13]=2)[CH2:11][CH2:10]1.[N:50]12CCCN=C1CCCCC2. (2) Given the product [F:69][C:63]1[C:64]([F:68])=[CH:65][CH:66]=[CH:67][C:62]=1[CH2:61][S:60][C:54]1[N:53]=[C:52]([NH:9][S:6]([N:4]2[CH2:5][C:2]([OH:1])([CH3:10])[CH2:3]2)(=[O:8])=[O:7])[CH:57]=[C:56]([O:58][CH3:59])[N:55]=1, predict the reactants needed to synthesize it. The reactants are: [OH:1][C:2]1([CH3:10])[CH2:5][N:4]([S:6]([NH2:9])(=[O:8])=[O:7])[CH2:3]1.C1(P(C2CCCCC2)C2C=CC=CC=2C2C(C(C)C)=CC(C(C)C)=CC=2C(C)C)CCCCC1.C(=O)([O-])[O-].[Cs+].[Cs+].Cl[C:52]1[CH:57]=[C:56]([O:58][CH3:59])[N:55]=[C:54]([S:60][CH2:61][C:62]2[CH:67]=[CH:66][CH:65]=[C:64]([F:68])[C:63]=2[F:69])[N:53]=1.Cl.